This data is from Reaction yield outcomes from USPTO patents with 853,638 reactions. The task is: Predict the reaction yield, written as a fraction of the theoretical maximum amount of product (1.0 means a 100% yield; for example, 0.34 means a 34% yield). (1) The product is [O:32]=[S:29]1(=[O:33])[CH2:30][CH2:31][N:26]([C:3]([C:4]2[CH:5]=[N:6][C:7]([O:10][CH2:11][C:12]3[C:13]([C:18]4[CH:23]=[CH:22][CH:21]=[C:20]([F:24])[CH:19]=4)=[N:14][O:15][C:16]=3[CH3:17])=[CH:8][CH:9]=2)=[O:25])[CH2:27][CH2:28]1. No catalyst specified. The yield is 1.00. The reactants are CO[C:3](=[O:25])[C:4]1[CH:9]=[CH:8][C:7]([O:10][CH2:11][C:12]2[C:13]([C:18]3[CH:23]=[CH:22][CH:21]=[C:20]([F:24])[CH:19]=3)=[N:14][O:15][C:16]=2[CH3:17])=[N:6][CH:5]=1.[NH:26]1[CH2:31][CH2:30][S:29](=[O:33])(=[O:32])[CH2:28][CH2:27]1. (2) The reactants are [C:1]([OH:4])(=[O:3])[CH3:2].C(C1C=CC(C2C=CC(O)=C(C3NC4C=CC(C(N)=N)=CC=4N=3)C=2)=CC=1)(=N)N.C([O:40][C:41]1[CH:46]=[C:45]([C:47](=[NH:50])[NH:48]O)[CH:44]=[CH:43][C:42]=1[C:51]1[CH:56]=[CH:55][C:54]([C:57]2[NH:61][C:60]3[CH:62]=[CH:63][C:64]([C:66]([NH:68]O)=[NH:67])=[CH:65][C:59]=3[N:58]=2)=[CH:53][CH:52]=1)C1C=CC=CC=1. No catalyst specified. The product is [C:1]([OH:4])(=[O:3])[CH3:2].[C:47]([C:45]1[CH:44]=[CH:43][C:42]([C:51]2[CH:56]=[CH:55][C:54]([C:57]3[NH:61][C:60]4[CH:62]=[CH:63][C:64]([C:66]([NH2:68])=[NH:67])=[CH:65][C:59]=4[N:58]=3)=[CH:53][CH:52]=2)=[C:41]([OH:40])[CH:46]=1)(=[NH:48])[NH2:50]. The yield is 0.730.